Task: Predict the reaction yield, written as a fraction of the theoretical maximum amount of product (1.0 means a 100% yield; for example, 0.34 means a 34% yield).. Dataset: Reaction yield outcomes from USPTO patents with 853,638 reactions (1) The reactants are C(OC(=O)[NH:7][CH2:8][CH2:9][NH2:10])(C)(C)C.CCN(C(C)C)C(C)C.[Br:21][C:22]1[CH:27]=[CH:26][CH:25]=[CH:24][C:23]=1[S:28](Cl)(=[O:30])=[O:29]. The catalyst is C(Cl)Cl. The product is [NH2:10][CH2:9][CH2:8][NH:7][S:28]([C:23]1[CH:24]=[CH:25][CH:26]=[CH:27][C:22]=1[Br:21])(=[O:30])=[O:29]. The yield is 0.860. (2) The reactants are [C:1]([O:5][C:6]([NH:8][C:9]1[CH:10]=[C:11]([C:15]([NH:17][C:18]2[N:19]=[C:20]([C:24]([O:26]C)=[O:25])[N:21]([CH3:23])[CH:22]=2)=[O:16])[N:12]([CH3:14])[CH:13]=1)=[O:7])([CH3:4])([CH3:3])[CH3:2].[Li+].[OH-]. The catalyst is CC(N(C)C)=O.O. The product is [C:1]([O:5][C:6]([NH:8][C:9]1[CH:10]=[C:11]([C:15]([NH:17][C:18]2[N:19]=[C:20]([C:24]([OH:26])=[O:25])[N:21]([CH3:23])[CH:22]=2)=[O:16])[N:12]([CH3:14])[CH:13]=1)=[O:7])([CH3:4])([CH3:2])[CH3:3]. The yield is 0.750.